From a dataset of Reaction yield outcomes from USPTO patents with 853,638 reactions. Predict the reaction yield, written as a fraction of the theoretical maximum amount of product (1.0 means a 100% yield; for example, 0.34 means a 34% yield). The reactants are [CH3:1][Si](Cl)(C)C.[CH3:6][O:7][CH2:8][CH2:9][NH:10][C:11]1[N:16]=[CH:15][C:14]([CH:17](C)[C:18]#N)=[CH:13][CH:12]=1.[C:21]([O-:24])(O)=[O:22].[Na+]. The catalyst is CO.O. The product is [CH3:6][O:7][CH2:8][CH2:9][NH:10][C:11]1[N:16]=[CH:15][C:14]([CH:17]([CH3:18])[C:21]([O:24][CH3:1])=[O:22])=[CH:13][CH:12]=1. The yield is 0.740.